From a dataset of Forward reaction prediction with 1.9M reactions from USPTO patents (1976-2016). Predict the product of the given reaction. (1) Given the reactants [NH2:1][C:2]1[CH:23]=[CH:22][C:5]([O:6][C:7]2[C:12]([Br:13])=[CH:11][C:10]([CH2:14][CH:15]([F:20])[C:16]([O:18][CH3:19])=[O:17])=[CH:9][C:8]=2[Br:21])=[CH:4][C:3]=1[N+:24]([O-])=O, predict the reaction product. The product is: [NH2:1][C:2]1[CH:23]=[CH:22][C:5]([O:6][C:7]2[C:8]([Br:21])=[CH:9][C:10]([CH2:14][CH:15]([F:20])[C:16]([O:18][CH3:19])=[O:17])=[CH:11][C:12]=2[Br:13])=[CH:4][C:3]=1[NH2:24]. (2) Given the reactants [CH2:1]([O:3][C:4]([NH:6][C:7]1[C:8]([CH:12]=O)=[CH:9][S:10][CH:11]=1)=[O:5])[CH3:2].[NH2:14][CH:15]1[CH2:20][CH2:19][N:18]([C:21]([O:23][C:24]([CH3:27])([CH3:26])[CH3:25])=[O:22])[CH2:17][CH2:16]1.C1(C)C=CC=CC=1.[BH4-].[Na+], predict the reaction product. The product is: [CH3:26][C:24]([CH3:27])([O:23][C:21]([N:18]1[CH2:17][CH2:16][CH:15]([NH:14][CH2:12][C:8]2[C:7]([NH:6][C:4]([O:3][CH2:1][CH3:2])=[O:5])=[CH:11][S:10][CH:9]=2)[CH2:20][CH2:19]1)=[O:22])[CH3:25]. (3) Given the reactants [CH2:1]1[C:6]2([CH2:11][CH2:10][CH2:9][CH2:8][CH2:7]2)[CH2:5][C:4](=[O:12])[CH2:3][C:2]1=[O:13].[Br:14]Br, predict the reaction product. The product is: [Br:14][CH:3]1[C:2](=[O:13])[CH2:1][C:6]2([CH2:11][CH2:10][CH2:9][CH2:8][CH2:7]2)[CH2:5][C:4]1=[O:12]. (4) Given the reactants FC(F)(F)C(O)=O.[C:8]([C@H:10]1[N:20]2[C@@H:14]([S:15][CH2:16][CH2:17][C@H:18]([NH:22]C(=O)OC(C)(C)C)[C:19]2=[O:21])[CH2:13][CH2:12][CH2:11]1)#[N:9], predict the reaction product. The product is: [NH2:22][C@H:18]1[CH2:17][CH2:16][S:15][C@H:14]2[CH2:13][CH2:12][CH2:11][C@@H:10]([C:8]#[N:9])[N:20]2[C:19]1=[O:21].